Predict which catalyst facilitates the given reaction. From a dataset of Catalyst prediction with 721,799 reactions and 888 catalyst types from USPTO. (1) Reactant: [Cl:1][C:2]1[C:3]([Cl:11])=[N:4][CH:5]=[C:6]([CH:10]=1)[C:7](O)=[O:8].C(=O)([O-])[O-].[K+].[K+]. Product: [Cl:1][C:2]1[CH:10]=[C:6]([CH2:7][OH:8])[CH:5]=[N:4][C:3]=1[Cl:11]. The catalyst class is: 7. (2) Reactant: [C:1]1(=[O:7])[O:6][C:4](=[O:5])[CH2:3][CH2:2]1.[Al+3].[Cl-].[Cl-].[Cl-].[CH:12]1[C:25]2[C:26]3=[C:27]4[C:22](=[CH:23][CH:24]=2)[CH:21]=[CH:20][CH:19]=[C:18]4[CH:17]=[CH:16][C:15]3=[CH:14][CH:13]=1.Cl. Product: [O:7]=[C:1]([C:19]1[C:18]2[C:27]3=[C:26]4[C:15](=[CH:16][CH:17]=2)[CH:14]=[CH:13][CH:12]=[C:25]4[CH:24]=[CH:23][C:22]3=[CH:21][CH:20]=1)[CH2:2][CH2:3][C:4]([OH:6])=[O:5]. The catalyst class is: 641. (3) Reactant: [Br:1][C:2]1[CH:3]=[C:4]([CH:9]=[CH:10][C:11]=1[OH:12])[C:5]([O:7][CH3:8])=[O:6].C(=O)([O-])[O-].[K+].[K+].I[CH:20]([CH3:22])[CH3:21]. Product: [Br:1][C:2]1[CH:3]=[C:4]([CH:9]=[CH:10][C:11]=1[O:12][CH:20]([CH3:22])[CH3:21])[C:5]([O:7][CH3:8])=[O:6]. The catalyst class is: 10. (4) Reactant: [NH2:1][C:2](=[O:34])[CH2:3][O:4][C:5]1[CH:6]=[C:7]2[C:12](=[CH:13][CH:14]=1)[C:11](=[O:15])[N:10]([CH2:16][CH:17]1[CH2:19][CH2:18]1)[C:9]([CH2:20][NH:21]C(=O)OC(C)(C)C)=[C:8]2[O:29][CH2:30][CH2:31][CH2:32][CH3:33].[ClH:35]. Product: [ClH:35].[NH2:21][CH2:20][C:9]1[N:10]([CH2:16][CH:17]2[CH2:18][CH2:19]2)[C:11](=[O:15])[C:12]2[C:7]([C:8]=1[O:29][CH2:30][CH2:31][CH2:32][CH3:33])=[CH:6][C:5]([O:4][CH2:3][C:2]([NH2:1])=[O:34])=[CH:14][CH:13]=2. The catalyst class is: 13. (5) Reactant: [C:1]([NH2:10])(=[O:9])[C:2]1[C:3](=[CH:5][CH:6]=[CH:7][CH:8]=1)[NH2:4].C([O-])([O-])=O.[K+].[K+].[C:17](Cl)(=[O:19])[CH3:18]. Product: [C:17]([NH:4][C:3]1[CH:5]=[CH:6][CH:7]=[CH:8][C:2]=1[C:1]([NH2:10])=[O:9])(=[O:19])[CH3:18]. The catalyst class is: 1. (6) Product: [C:1]([C:16]1[N:15]([CH3:18])[N:14]=[C:13]([C:19]([F:22])([F:21])[F:20])[C:12]=1[CH2:11][S:10][C:7]1[CH2:6][C:5]([CH3:23])([CH3:4])[O:9][N:8]=1)#[N:2]. Reactant: [C-:1]#[N:2].[Na+].[CH3:4][C:5]1([CH3:23])[O:9][N:8]=[C:7]([S:10][CH2:11][C:12]2[C:13]([C:19]([F:22])([F:21])[F:20])=[N:14][N:15]([CH3:18])[C:16]=2F)[CH2:6]1.O. The catalyst class is: 9. (7) Reactant: [Na].[F:2][C:3]1[CH:8]=[CH:7][C:6]([C:9](=[O:19])[CH2:10][CH2:11][CH2:12][N:13]2[CH2:18][CH2:17][CH2:16][CH2:15][CH2:14]2)=[CH:5][CH:4]=1.[CH:20](OCC)=[O:21]. Product: [F:2][C:3]1[CH:8]=[CH:7][C:6]([C:9](=[O:19])[C:10](=[CH:20][OH:21])[CH2:11][CH2:12][N:13]2[CH2:18][CH2:17][CH2:16][CH2:15][CH2:14]2)=[CH:5][CH:4]=1. The catalyst class is: 6. (8) Reactant: [Cl:1][C:2]1[CH:15]=[CH:14][CH:13]=[C:12]([CH3:16])[C:3]=1[CH2:4][NH:5][C:6]1[S:7][CH2:8][C:9](=[O:11])[N:10]=1.[N:17]1[C:26]2[C:21](=[N:22][C:23]([CH:27]=O)=[CH:24][CH:25]=2)[CH:20]=[CH:19][CH:18]=1.C(O)(=O)C1C=CC=CC=1.N1CCCCC1. Product: [Cl:1][C:2]1[CH:15]=[CH:14][CH:13]=[C:12]([CH3:16])[C:3]=1[CH2:4][NH:5][C:6]1[S:7][C:8](=[CH:27][C:23]2[CH:24]=[CH:25][C:26]3[C:21](=[CH:20][CH:19]=[CH:18][N:17]=3)[N:22]=2)[C:9](=[O:11])[N:10]=1. The catalyst class is: 11. (9) Reactant: [NH2:1][C:2]1[CH:25]=[CH:24][C:5]([O:6][C:7]2[C:16]3[C:11](=[CH:12][C:13]([O:19][CH2:20][CH2:21][O:22][CH3:23])=[C:14]([C:17]#[N:18])[CH:15]=3)[N:10]=[CH:9][CH:8]=2)=[CH:4][CH:3]=1.[F:26][C:27]1[CH:32]=[CH:31][C:30]([N:33]=[C:34]=[O:35])=[CH:29][CH:28]=1. Product: [C:17]([C:14]1[CH:15]=[C:16]2[C:11](=[CH:12][C:13]=1[O:19][CH2:20][CH2:21][O:22][CH3:23])[N:10]=[CH:9][CH:8]=[C:7]2[O:6][C:5]1[CH:4]=[CH:3][C:2]([NH:1][C:34]([NH:33][C:30]2[CH:31]=[CH:32][C:27]([F:26])=[CH:28][CH:29]=2)=[O:35])=[CH:25][CH:24]=1)#[N:18]. The catalyst class is: 11. (10) Product: [CH3:1][O:2][C:3]([C:5]1[N:6]([CH2:13][CH3:14])[N:7]=[C:8]([NH2:10])[CH:9]=1)=[O:4]. Reactant: [CH3:1][O:2][C:3]([C:5]1[N:6]([CH2:13][CH3:14])[N:7]=[C:8]([N+:10]([O-])=O)[CH:9]=1)=[O:4]. The catalyst class is: 5.